Dataset: Reaction yield outcomes from USPTO patents with 853,638 reactions. Task: Predict the reaction yield, written as a fraction of the theoretical maximum amount of product (1.0 means a 100% yield; for example, 0.34 means a 34% yield). (1) The reactants are C[O:2][C:3]([C@@H:5]1[C@H:10]([C:11]2[CH:16]=[CH:15][C:14]([F:17])=[CH:13][CH:12]=2)[CH2:9][CH2:8][N:7]([C:18]([O:20][C:21]([CH3:24])([CH3:23])[CH3:22])=[O:19])[CH2:6]1)=[O:4].C[O-].[Na+]. The catalyst is C1(C)C=CC=CC=1. The product is [C:21]([O:20][C:18]([N:7]1[CH2:8][CH2:9][C@@H:10]([C:11]2[CH:12]=[CH:13][C:14]([F:17])=[CH:15][CH:16]=2)[C@H:5]([C:3]([OH:4])=[O:2])[CH2:6]1)=[O:19])([CH3:24])([CH3:22])[CH3:23]. The yield is 0.520. (2) The reactants are [OH:1][C:2]1[CH:3]=[C:4]2[C:9](=[CH:10][CH:11]=1)[C:8](=[O:12])[CH2:7][CH2:6][CH2:5]2.Cl[C:14]1[CH:19]=[CH:18][CH:17]=[C:16]([C:20]([F:23])([F:22])[F:21])[N:15]=1.C(=O)([O-])[O-].[K+].[K+]. The catalyst is C(#N)C.O. The product is [F:21][C:20]([F:23])([F:22])[C:16]1[N:15]=[C:14]([O:1][C:2]2[CH:3]=[C:4]3[C:9](=[CH:10][CH:11]=2)[C:8](=[O:12])[CH2:7][CH2:6][CH2:5]3)[CH:19]=[CH:18][CH:17]=1. The yield is 0.610. (3) The catalyst is O1CCCC1. The yield is 1.00. The product is [CH3:3][CH:2]([O:4][CH:5]1[CH2:14][CH2:13][C:8](=[O:9])[CH2:7][CH2:6]1)[CH3:1]. The reactants are [CH3:1][CH:2]([O:4][CH:5]1[CH2:14][CH2:13][C:8]2(OCC[O:9]2)[CH2:7][CH2:6]1)[CH3:3].Cl.O. (4) The reactants are Cl[C:2]1[N:7]=[C:6]([C:8]2[CH:13]=[CH:12][CH:11]=[CH:10][CH:9]=2)[N:5]=[C:4]([C:14]([NH:16][C:17]2[CH:22]=[CH:21][CH:20]=[CH:19][C:18]=2[C:23]2[S:24][C:25]([CH:28]3[CH2:32][CH2:31][O:30][CH2:29]3)=[N:26][N:27]=2)=[O:15])[CH:3]=1.[CH2:33]([NH:35][CH2:36][CH2:37][N:38]([CH3:40])[CH3:39])[CH3:34]. The catalyst is C1COCC1. The product is [CH3:39][N:38]([CH3:40])[CH2:37][CH2:36][N:35]([CH2:33][CH3:34])[C:2]1[N:7]=[C:6]([C:8]2[CH:13]=[CH:12][CH:11]=[CH:10][CH:9]=2)[N:5]=[C:4]([C:14]([NH:16][C:17]2[CH:22]=[CH:21][CH:20]=[CH:19][C:18]=2[C:23]2[S:24][C:25]([CH:28]3[CH2:32][CH2:31][O:30][CH2:29]3)=[N:26][N:27]=2)=[O:15])[CH:3]=1. The yield is 0.470.